The task is: Regression. Given a peptide amino acid sequence and an MHC pseudo amino acid sequence, predict their binding affinity value. This is MHC class II binding data.. This data is from Peptide-MHC class II binding affinity with 134,281 pairs from IEDB. The peptide sequence is GSCWAFSGVAATESA. The MHC is HLA-DPA10301-DPB10402 with pseudo-sequence HLA-DPA10301-DPB10402. The binding affinity (normalized) is 0.193.